Dataset: Forward reaction prediction with 1.9M reactions from USPTO patents (1976-2016). Task: Predict the product of the given reaction. Given the reactants [Cl:1][C:2]1[CH:3]=[C:4]([O:21][CH3:22])[CH:5]=[C:6]2[C:11]=1[O:10][CH:9]([C:12]([F:15])([F:14])[F:13])[C:8]([C:16]([O:18][CH2:19][CH3:20])=[O:17])=[CH:7]2.[Cl:23]Cl, predict the reaction product. The product is: [Cl:23][C:5]1[C:4]([O:21][CH3:22])=[CH:3][C:2]([Cl:1])=[C:11]2[C:6]=1[CH:7]=[C:8]([C:16]([O:18][CH2:19][CH3:20])=[O:17])[CH:9]([C:12]([F:15])([F:14])[F:13])[O:10]2.